This data is from Reaction yield outcomes from USPTO patents with 853,638 reactions. The task is: Predict the reaction yield, written as a fraction of the theoretical maximum amount of product (1.0 means a 100% yield; for example, 0.34 means a 34% yield). (1) The reactants are [OH:1][CH:2]1[CH2:7][CH2:6][NH:5][CH2:4][CH2:3]1.CCN(C(C)C)C(C)C.Br[CH2:18][C:19]1[CH:26]=[CH:25][CH:24]=[CH:23][C:20]=1[C:21]#[N:22]. The catalyst is C(Cl)Cl. The product is [OH:1][CH:2]1[CH2:7][CH2:6][N:5]([CH2:18][C:19]2[CH:26]=[CH:25][CH:24]=[CH:23][C:20]=2[C:21]#[N:22])[CH2:4][CH2:3]1. The yield is 0.840. (2) The reactants are NC1(C2C=CC(C3C(=O)C4C(=CC=C(F)C=4)OC=3C3C=CC=CC=3)=CC=2)CCC1.C(OC(=O)[NH:36][C:37]1([C:41]2[CH:46]=[CH:45][C:44]([C:47]3[C:48](=[O:68])[C:49]4[C:54]([O:55][C:56]=3[C:57]3[CH:62]=[CH:61][CH:60]=[CH:59][CH:58]=3)=[C:53]3[N:63]([CH2:66][CH3:67])[N:64]=[CH:65][C:52]3=[CH:51][CH:50]=4)=[CH:43][CH:42]=2)[CH2:40][CH2:39][CH2:38]1)(C)(C)C.C(O)(C(F)(F)F)=O.[ClH:77]. The catalyst is CO.O. The product is [ClH:77].[NH2:36][C:37]1([C:41]2[CH:42]=[CH:43][C:44]([C:47]3[C:48](=[O:68])[C:49]4[C:54]([O:55][C:56]=3[C:57]3[CH:62]=[CH:61][CH:60]=[CH:59][CH:58]=3)=[C:53]3[N:63]([CH2:66][CH3:67])[N:64]=[CH:65][C:52]3=[CH:51][CH:50]=4)=[CH:45][CH:46]=2)[CH2:40][CH2:39][CH2:38]1. The yield is 0.850. (3) The reactants are Br[C:2]1[C:6]([C:7]2[N:8]=[C:9]([NH:12][C:13]3[N:18]=[CH:17][CH:16]=[CH:15][N:14]=3)[S:10][CH:11]=2)=[CH:5][N:4]([CH2:19][C:20]2[CH:25]=[CH:24][C:23]([O:26][CH3:27])=[CH:22][CH:21]=2)[N:3]=1.[F:28][C:29]1[CH:30]=[CH:31][C:32]([O:38][CH3:39])=[C:33](B(O)O)[CH:34]=1.O.C([O-])(O)=O.[Na+]. The catalyst is O1CCOCC1.C1C=CC([P]([Pd]([P](C2C=CC=CC=2)(C2C=CC=CC=2)C2C=CC=CC=2)([P](C2C=CC=CC=2)(C2C=CC=CC=2)C2C=CC=CC=2)[P](C2C=CC=CC=2)(C2C=CC=CC=2)C2C=CC=CC=2)(C2C=CC=CC=2)C2C=CC=CC=2)=CC=1. The product is [F:28][C:29]1[CH:34]=[CH:33][C:32]([O:38][CH3:39])=[C:31]([C:2]2[C:6]([C:7]3[N:8]=[C:9]([NH:12][C:13]4[N:18]=[CH:17][CH:16]=[CH:15][N:14]=4)[S:10][CH:11]=3)=[CH:5][N:4]([CH2:19][C:20]3[CH:25]=[CH:24][C:23]([O:26][CH3:27])=[CH:22][CH:21]=3)[N:3]=2)[CH:30]=1. The yield is 0.590. (4) The reactants are CN1CCCC1=O.Cl[C:9]1[CH:16]=[CH:15][C:12]([C:13]#[N:14])=[CH:11][C:10]=1[N+:17]([O-:19])=[O:18].[C:20]1(B(O)O)[CH:25]=[CH:24][CH:23]=[CH:22][CH:21]=1.[F-].[Cs+]. The catalyst is C(OCC)(=O)C.O.Cl[Pd](Cl)([P](C1C=CC=CC=1)(C1C=CC=CC=1)C1C=CC=CC=1)[P](C1C=CC=CC=1)(C1C=CC=CC=1)C1C=CC=CC=1. The product is [N+:17]([C:10]1[CH:11]=[C:12]([C:13]#[N:14])[CH:15]=[CH:16][C:9]=1[C:20]1[CH:25]=[CH:24][CH:23]=[CH:22][CH:21]=1)([O-:19])=[O:18]. The yield is 0.790. (5) The reactants are Br[C:2]1[C:31]2=[N:32][C:28]3=[CH:29][N:30]2[C:5]([N:6]2[CH2:38][CH2:37][C:9]([CH3:39])([O:10][CH2:11][CH2:12][CH2:13][CH2:14][C@H:15]([CH3:36])[O:16][C:17]4[CH:18]=[C:19]([F:35])[C:20]([F:34])=[CH:21][C:22]=4[C:23]4[CH:33]=[C:27]3[CH:26]=[CH:25][CH:24]=4)[CH2:8][CH2:7]2)=[C:4]([C@H:40]([O:45][C:46]([CH3:49])([CH3:48])[CH3:47])[C:41]([O:43][CH3:44])=[O:42])[C:3]=1[CH3:50].[C:51](O[C@@H](C1C(C)=C(C=C)C2=NC3=CN2C=1N1CCC(C)(OCCCC[C@H](C)OC2C=CC(F)=CC=2C2C=C3C=CC=2)CC1)C(OC)=O)(C)(C)[CH3:52]. No catalyst specified. The product is [C:46]([O:45][C@@H:40]([C:4]1[C:3]([CH3:50])=[C:2]([CH:51]=[CH2:52])[C:31]2=[N:32][C:28]3=[CH:29][N:30]2[C:5]=1[N:6]1[CH2:7][CH2:8][C:9]([CH3:39])([O:10][CH2:11][CH2:12][CH2:13][CH2:14][C@H:15]([CH3:36])[O:16][C:17]2[CH:18]=[C:19]([F:35])[C:20]([F:34])=[CH:21][C:22]=2[C:23]2[CH:33]=[C:27]3[CH:26]=[CH:25][CH:24]=2)[CH2:37][CH2:38]1)[C:41]([O:43][CH3:44])=[O:42])([CH3:48])([CH3:49])[CH3:47]. The yield is 0.840. (6) The reactants are [OH:1][C:2]1[CH:11]=[CH:10][C:5]([C:6]([O:8][CH3:9])=[O:7])=[CH:4][CH:3]=1.C([O-])([O-])=O.[K+].[K+].I[CH2:19][CH2:20][CH2:21]/[CH:22]=[CH:23]\[CH2:24][CH2:25][CH2:26][CH2:27][CH2:28][CH3:29]. The catalyst is CN(C=O)C. The product is [CH2:19]([O:1][C:2]1[CH:3]=[CH:4][C:5]([C:6]([O:8][CH3:9])=[O:7])=[CH:10][CH:11]=1)[CH2:20][CH2:21]/[CH:22]=[CH:23]\[CH2:24][CH2:25][CH2:26][CH2:27][CH2:28][CH3:29]. The yield is 0.790. (7) The reactants are CN1CCOCC1.C([N:12]([C@@H:16]([CH2:28][CH:29]([CH3:31])[CH3:30])[C:17]([N:19]1[CH2:23][CH2:22][C@H:21]2[O:24][CH2:25][C@H:26]([OH:27])[C@@H:20]12)=[O:18])[C:13](=[O:15])[OH:14])(C)(C)C.Cl.O1[C@H]2[C@H](NCC2)[C@@H](O)C1.FC(=O)[C@@H](NC(=O)O[C:46]([CH3:48])([CH3:47])[CH3:45])[CH2:45][CH:46]([CH3:48])[CH3:47]. The catalyst is CN(C)C=O. The product is [OH:27][C@@H:26]1[C@H:20]2[N:19]([C:17](=[O:18])[C@@H:16]([NH:12][C:13](=[O:15])[O:14][C:46]([CH3:48])([CH3:47])[CH3:45])[CH2:28][CH:29]([CH3:30])[CH3:31])[CH2:23][CH2:22][C@H:21]2[O:24][CH2:25]1. The yield is 0.600. (8) The reactants are [Mg].CC(C[Al]CC(C)C)C.Br[C:12]1[C:13]([CH3:26])=[C:14]([C:20]2[CH:25]=[CH:24][CH:23]=[CH:22][CH:21]=2)[C:15]([CH3:19])=[CH:16][C:17]=1[CH3:18].[H-].[Na+].Br[C:30]1[CH:31]=[CH:32][C:33]([CH3:37])=[C:34]([OH:36])[CH:35]=1. The catalyst is O1CCCC1.C(N(CC([O-])=O)CC([O-])=O)CN(CC([O-])=O)CC([O-])=O.[Na+].[Na+].[Na+]. The product is [CH3:26][C:13]1[C:14]([C:20]2[CH:25]=[CH:24][CH:23]=[CH:22][CH:21]=2)=[C:15]([CH3:19])[CH:16]=[C:17]([CH3:18])[C:12]=1[C:30]1[CH:31]=[CH:32][C:33]([CH3:37])=[C:34]([OH:36])[CH:35]=1. The yield is 0.700. (9) The reactants are [N+:1]([C:4]1[C:9]([C:10]([F:13])([F:12])[F:11])=[CH:8][CH:7]=[CH:6][C:5]=1[NH:14]C(=O)C)([O-:3])=[O:2].[OH-].[Na+]. The catalyst is C(O)C. The product is [N+:1]([C:4]1[C:9]([C:10]([F:11])([F:12])[F:13])=[CH:8][CH:7]=[CH:6][C:5]=1[NH2:14])([O-:3])=[O:2]. The yield is 0.955.